Task: Predict the product of the given reaction.. Dataset: Forward reaction prediction with 1.9M reactions from USPTO patents (1976-2016) (1) Given the reactants Cl.Br[C:3]1[CH:8]=[CH:7][N:6]=[CH:5][CH:4]=1.B([C:12]1[CH:13]=[C:14]([CH:17]=[CH:18][C:19]=1[O:20][CH3:21])[CH:15]=[O:16])(O)O, predict the reaction product. The product is: [CH3:21][O:20][C:19]1[CH:18]=[CH:17][C:14]([CH:15]=[O:16])=[CH:13][C:12]=1[C:3]1[CH:8]=[CH:7][N:6]=[CH:5][CH:4]=1. (2) The product is: [CH2:1]([O:3][C:4](=[O:24])[CH:5]([O:22][CH3:23])[CH2:6][C:7]1[CH:12]=[CH:11][C:10]([O:13][CH2:14][C:15]2[CH:16]=[CH:17][CH:18]=[CH:19][CH:20]=2)=[C:9]([CH3:21])[CH:8]=1)[CH3:2]. Given the reactants [CH2:1]([O:3][C:4](=[O:24])[C:5]([O:22][CH3:23])=[CH:6][C:7]1[CH:12]=[CH:11][C:10]([O:13][CH2:14][C:15]2[CH:20]=[CH:19][CH:18]=[CH:17][CH:16]=2)=[C:9]([CH3:21])[CH:8]=1)[CH3:2].[Mg], predict the reaction product. (3) Given the reactants [Cl:1][C:2]1[CH:3]=[C:4]2[C:8](=[C:9]([C:11]([OH:13])=O)[CH:10]=1)[NH:7][CH:6]=[CH:5]2.CN(C(ON1N=NC2C=CC=CC1=2)=[N+](C)C)C.[B-](F)(F)(F)F.C(N(CC)C(C)C)(C)C.[C:45]([C:49]1[CH:69]=[CH:68][C:52]([CH2:53][NH:54][CH2:55][CH2:56][C:57]2[CH:62]=[CH:61][C:60]([Cl:63])=[C:59]([C:64]([F:67])([F:66])[F:65])[CH:58]=2)=[CH:51][CH:50]=1)([CH3:48])([CH3:47])[CH3:46], predict the reaction product. The product is: [C:45]([C:49]1[CH:69]=[CH:68][C:52]([CH2:53][N:54]([CH2:55][CH2:56][C:57]2[CH:62]=[CH:61][C:60]([Cl:63])=[C:59]([C:64]([F:66])([F:67])[F:65])[CH:58]=2)[C:11]([C:9]2[CH:10]=[C:2]([Cl:1])[CH:3]=[C:4]3[C:8]=2[NH:7][CH:6]=[CH:5]3)=[O:13])=[CH:51][CH:50]=1)([CH3:48])([CH3:46])[CH3:47]. (4) Given the reactants [CH3:1][O:2][C:3]([C:5]1[C:9]2[N:10]=[CH:11][N:12]([CH2:15][C:16]3[C:25]4[C:20](=[CH:21][CH:22]=[CH:23][CH:24]=4)[CH:19]=[CH:18][N:17]=3)[C:13](=[O:14])[C:8]=2[N:7](COCC[Si](C)(C)C)[C:6]=1[Cl:34])=[O:4], predict the reaction product. The product is: [CH3:1][O:2][C:3]([C:5]1[C:9]2[N:10]=[CH:11][N:12]([CH2:15][C:16]3[C:25]4[C:20](=[CH:21][CH:22]=[CH:23][CH:24]=4)[CH:19]=[CH:18][N:17]=3)[C:13](=[O:14])[C:8]=2[NH:7][C:6]=1[Cl:34])=[O:4]. (5) Given the reactants C[O:2][C:3]1[CH:8]=[CH:7][N:6]=[CH:5][CH:4]=1.[CH:9]1[CH:14]=[CH:13][C:12]([CH2:15][O:16][C:17](Cl)=[O:18])=[CH:11][CH:10]=1.Cl.[CH2:21]1[CH2:25]OC[CH2:22]1, predict the reaction product. The product is: [CH2:25]([CH:7]1[CH2:8][C:3](=[O:2])[CH:4]=[CH:5][N:6]1[C:17]([O:16][CH2:15][C:12]1[CH:13]=[CH:14][CH:9]=[CH:10][CH:11]=1)=[O:18])[CH:21]=[CH2:22].